This data is from PAMPA (Parallel Artificial Membrane Permeability Assay) permeability data from NCATS. The task is: Regression/Classification. Given a drug SMILES string, predict its absorption, distribution, metabolism, or excretion properties. Task type varies by dataset: regression for continuous measurements (e.g., permeability, clearance, half-life) or binary classification for categorical outcomes (e.g., BBB penetration, CYP inhibition). Dataset: pampa_ncats. (1) The compound is CCOC(=O)C1=CC(=C(C=C1)NC2CCCCC2)N. The result is 1 (high permeability). (2) The drug is CC1=C(NC(=C1C(=O)C)C)C(=O)NC2=CC(=CC=C2)S(=O)(=O)N3CCCCC3. The result is 1 (high permeability). (3) The drug is CC1=CN2C(=CN=C2C(=N1)NC3=C(C=C(C=C3)C(=O)N4CCNCC4)F)C5=CNN=C5. The result is 0 (low-to-moderate permeability).